Dataset: Reaction yield outcomes from USPTO patents with 853,638 reactions. Task: Predict the reaction yield, written as a fraction of the theoretical maximum amount of product (1.0 means a 100% yield; for example, 0.34 means a 34% yield). (1) The reactants are [Si:1]([O:8][C@@H:9]1[C@H:13]([CH2:14][O:15][Si](C(C)(C)C)(C)C)[CH2:12][C@@H:11]([NH:23][C:24]2[CH:29]=[C:28]([NH:30][C@@H:31]3[C:39]4[C:34](=[CH:35][CH:36]=[CH:37][CH:38]=4)[CH2:33][C@@H:32]3[O:40][CH3:41])[N:27]=[CH:26][N:25]=2)[CH2:10]1)([C:4]([CH3:7])([CH3:6])[CH3:5])([CH3:3])[CH3:2].CC(O)=O. The catalyst is C1COCC1. The product is [Si:1]([O:8][C@@H:9]1[CH2:10][C@@H:11]([NH:23][C:24]2[CH:29]=[C:28]([NH:30][C@H:31]3[C:39]4[C:34](=[CH:35][CH:36]=[CH:37][CH:38]=4)[CH2:33][C@H:32]3[O:40][CH3:41])[N:27]=[CH:26][N:25]=2)[CH2:12][C@@H:13]1[CH2:14][OH:15])([C:4]([CH3:7])([CH3:5])[CH3:6])([CH3:3])[CH3:2]. The yield is 0.740. (2) The reactants are [I:1][C:2]1[N:3]=[C:4]([C@@H:8]2[CH2:12][CH2:11][C@H:10]([CH3:13])[N:9]2[C:14]([O:16][C:17]([CH3:20])([CH3:19])[CH3:18])=[O:15])[NH:5][C:6]=1I.S([O-])([O-])(=O)=S.[Na+].[Na+]. The catalyst is C(O)C.O. The product is [I:1][C:2]1[NH:3][C:4]([C@@H:8]2[CH2:12][CH2:11][C@H:10]([CH3:13])[N:9]2[C:14]([O:16][C:17]([CH3:18])([CH3:20])[CH3:19])=[O:15])=[N:5][CH:6]=1. The yield is 0.730.